The task is: Regression. Given a peptide amino acid sequence and an MHC pseudo amino acid sequence, predict their binding affinity value. This is MHC class I binding data.. This data is from Peptide-MHC class I binding affinity with 185,985 pairs from IEDB/IMGT. (1) The peptide sequence is YERGNIIIF. The MHC is HLA-A11:01 with pseudo-sequence HLA-A11:01. The binding affinity (normalized) is 0.0847. (2) The peptide sequence is SVIDHIHYM. The MHC is HLA-A11:01 with pseudo-sequence HLA-A11:01. The binding affinity (normalized) is 0.605. (3) The MHC is HLA-B39:01 with pseudo-sequence HLA-B39:01. The peptide sequence is IHDHGEQLF. The binding affinity (normalized) is 0.252. (4) The peptide sequence is ALAVVNALL. The MHC is HLA-A02:01 with pseudo-sequence HLA-A02:01. The binding affinity (normalized) is 0.733. (5) The peptide sequence is NIFGRNLLTA. The MHC is Mamu-A07 with pseudo-sequence Mamu-A07. The binding affinity (normalized) is 0.314.